This data is from Reaction yield outcomes from USPTO patents with 853,638 reactions. The task is: Predict the reaction yield, written as a fraction of the theoretical maximum amount of product (1.0 means a 100% yield; for example, 0.34 means a 34% yield). (1) The reactants are [F:1][C:2]1[CH:7]=[CH:6][C:5]([C:8](=[NH:20])[NH:9][C:10]2[CH:15]=[CH:14][C:13]([S:16]([CH3:19])(=[O:18])=[O:17])=[CH:12][CH:11]=2)=[CH:4][CH:3]=1.C(=O)(O)[O-].[Na+].Br[CH2:27][C:28](=[O:33])[C:29]([F:32])([F:31])[F:30]. The catalyst is C(O)(C)C. The product is [F:1][C:2]1[CH:3]=[CH:4][C:5]([C:8]2[N:9]([C:10]3[CH:15]=[CH:14][C:13]([S:16]([CH3:19])(=[O:17])=[O:18])=[CH:12][CH:11]=3)[CH2:27][C:28]([OH:33])([C:29]([F:32])([F:31])[F:30])[N:20]=2)=[CH:6][CH:7]=1. The yield is 0.530. (2) The reactants are F[C:2]1[C:7]([F:8])=[C:6]([F:9])[CH:5]=[C:4]([F:10])[C:3]=1[N+:11]([O-:13])=[O:12].[NH3:14].O1CCOCC1. The catalyst is O. The product is [F:8][C:7]1[C:6]([F:9])=[CH:5][C:4]([F:10])=[C:3]([N+:11]([O-:13])=[O:12])[C:2]=1[NH2:14]. The yield is 0.510. (3) The reactants are [OH:1][C:2]1[CH:3]=[C:4]([CH2:9][C:10]#[N:11])[CH:5]=[CH:6][C:7]=1[OH:8].CO[C:14](OC)([CH3:16])[CH3:15].CC1C=CC(S(O)(=O)=O)=CC=1. The catalyst is C1(C)C=CC=CC=1. The product is [CH3:15][C:14]1([CH3:16])[O:8][C:7]2[CH:6]=[CH:5][C:4]([CH2:9][C:10]#[N:11])=[CH:3][C:2]=2[O:1]1. The yield is 0.200. (4) The reactants are [OH:1][C:2]1[CH:3]=[C:4]([CH:7]=[C:8]([C:10]([F:13])([F:12])[F:11])[CH:9]=1)[C:5]#[N:6].C1C=CC(P(C2C=CC=CC=2)C2C=CC=CC=2)=CC=1.[C:33]1([CH2:39][CH:40](O)[CH3:41])[CH:38]=[CH:37][CH:36]=[CH:35][CH:34]=1.CCOC(/N=N/C(OCC)=O)=O. The catalyst is O1CCCC1. The product is [CH3:41][CH:40]([O:1][C:2]1[CH:3]=[C:4]([CH:7]=[C:8]([C:10]([F:11])([F:12])[F:13])[CH:9]=1)[C:5]#[N:6])[CH2:39][C:33]1[CH:38]=[CH:37][CH:36]=[CH:35][CH:34]=1. The yield is 0.670. (5) The reactants are [C:1]([O:5][C:6](=[O:40])[N:7]([C@H:9]([C:11](=[O:39])[NH:12][C@@H:13]1[C:19](=[O:20])[N:18]([CH2:21][C:22]2[C:31]3[C:26](=[CH:27][C:28]([Br:32])=[CH:29][CH:30]=3)[CH:25]=[CH:24][C:23]=2[O:33][CH3:34])[C:17]2[CH:35]=[CH:36][CH:37]=[CH:38][C:16]=2[NH:15][CH2:14]1)[CH3:10])[CH3:8])([CH3:4])([CH3:3])[CH3:2].[CH2:41](Br)[C:42]1[CH:47]=[CH:46][CH:45]=[CH:44][CH:43]=1.C([O-])([O-])=O.[Cs+].[Cs+].[Na+].[I-]. The catalyst is CN(C=O)C.O.CO.CS(C)=O. The product is [CH2:41]([N:15]1[CH2:14][C@H:13]([NH:12][C:11](=[O:39])[C@@H:9]([N:7]([CH3:8])[C:6](=[O:40])[O:5][C:1]([CH3:2])([CH3:3])[CH3:4])[CH3:10])[C:19](=[O:20])[N:18]([CH2:21][C:22]2[C:31]3[C:26](=[CH:27][C:28]([Br:32])=[CH:29][CH:30]=3)[CH:25]=[CH:24][C:23]=2[O:33][CH3:34])[C:17]2[CH:35]=[CH:36][CH:37]=[CH:38][C:16]1=2)[C:42]1[CH:47]=[CH:46][CH:45]=[CH:44][CH:43]=1. The yield is 0.260.